Dataset: Reaction yield outcomes from USPTO patents with 853,638 reactions. Task: Predict the reaction yield, written as a fraction of the theoretical maximum amount of product (1.0 means a 100% yield; for example, 0.34 means a 34% yield). (1) The reactants are CCN(C(C)C)C(C)C.[NH:10]1[C:18]2[C:13](=[CH:14][C:15]([C:19]([NH:21][CH2:22][C:23]([OH:25])=O)=[O:20])=[CH:16][CH:17]=2)[CH:12]=[CH:11]1.C1C=CC2N(O)N=NC=2C=1.CCN=C=NCCCN(C)C.Cl.Cl.[N:49]1([C:55]([C:57]2[CH:62]=[CH:61][CH:60]=[CH:59][C:58]=2[C:63]([F:66])([F:65])[F:64])=[O:56])[CH2:54][CH2:53][NH:52][CH2:51][CH2:50]1. The catalyst is CN(C=O)C.O. The product is [O:25]=[C:23]([N:52]1[CH2:53][CH2:54][N:49]([C:55](=[O:56])[C:57]2[CH:62]=[CH:61][CH:60]=[CH:59][C:58]=2[C:63]([F:66])([F:64])[F:65])[CH2:50][CH2:51]1)[CH2:22][NH:21][C:19]([C:15]1[CH:14]=[C:13]2[C:18](=[CH:17][CH:16]=1)[NH:10][CH:11]=[CH:12]2)=[O:20]. The yield is 0.450. (2) The product is [Cl:2][C:3]1[CH:4]=[C:5]([NH:10][C:11]([N:13]2[CH2:14][CH2:15][N:16]([C:19]([CH:21]3[CH2:26][CH2:25][CH2:24][N:23]([CH2:33][CH3:34])[CH2:22]3)=[O:20])[CH2:17][CH2:18]2)=[O:12])[CH:6]=[CH:7][C:8]=1[Cl:9]. The reactants are Cl.[Cl:2][C:3]1[CH:4]=[C:5]([NH:10][C:11]([N:13]2[CH2:18][CH2:17][N:16]([C:19]([CH:21]3[CH2:26][CH2:25][CH2:24][NH:23][CH2:22]3)=[O:20])[CH2:15][CH2:14]2)=[O:12])[CH:6]=[CH:7][C:8]=1[Cl:9].C(=O)([O-])[O-].[K+].[K+].[CH2:33](Br)[CH3:34]. The yield is 0.480. The catalyst is CN(C)C=O. (3) No catalyst specified. The yield is 0.990. The product is [CH:20]1([N:11]([CH2:12][CH:13]2[CH2:17][O:16][C:15]([CH3:19])([CH3:18])[O:14]2)[S:8]([C:5]2[CH:6]=[N:7][C:2]([NH:26][NH2:27])=[CH:3][CH:4]=2)(=[O:10])=[O:9])[CH2:24][CH2:23][CH2:22][CH2:21]1. The reactants are Cl[C:2]1[N:7]=[CH:6][C:5]([S:8]([N:11]([CH:20]2[CH2:24][CH2:23][CH2:22][CH2:21]2)[CH2:12][CH:13]2[CH2:17][O:16][C:15]([CH3:19])([CH3:18])[O:14]2)(=[O:10])=[O:9])=[CH:4][CH:3]=1.O.[NH2:26][NH2:27]. (4) The catalyst is CCO.C(Cl)Cl. The yield is 0.700. The product is [F:10][C:11]1[CH:12]=[C:13]([CH:14]2[C:2]([C:1]([O:7][CH2:8][CH3:9])=[O:6])=[C:3]([CH3:5])[NH:19][C:3]([CH3:5])=[C:2]2[C:1]([O:7][CH2:8][CH3:9])=[O:20])[CH:16]=[CH:17][CH:18]=1. The reactants are [C:1]([O:7][CH2:8][CH3:9])(=[O:6])[CH2:2][C:3]([CH3:5])=O.[F:10][C:11]1[CH:12]=[C:13]([CH:16]=[CH:17][CH:18]=1)[CH:14]=O.[NH4+:19].[OH-:20].